From a dataset of Full USPTO retrosynthesis dataset with 1.9M reactions from patents (1976-2016). Predict the reactants needed to synthesize the given product. (1) Given the product [Cl:18][C:11]1[CH2:16][CH2:15][CH2:14][CH2:13][C:12]=1[C:9]#[N:7], predict the reactants needed to synthesize it. The reactants are: P(Cl)(Cl)(Cl)=O.C[N:7]([CH:9]=O)C.[C:11]1(=O)[CH2:16][CH2:15][CH2:14][CH2:13][CH2:12]1.[ClH:18].NO. (2) Given the product [CH2:7]([O:9][C:10](=[O:19])[C:11]([C:12]1[CH:17]=[CH:16][CH:15]=[C:14]([Br:18])[N:13]=1)([CH2:4][OH:3])[CH2:20][OH:22])[CH3:8], predict the reactants needed to synthesize it. The reactants are: C=O.[O-:3][CH2:4]C.[Na+].[CH2:7]([O:9][C:10](=[O:19])[CH2:11][C:12]1[CH:17]=[CH:16][CH:15]=[C:14]([Br:18])[N:13]=1)[CH3:8].[C:20](OCC)(=[O:22])C. (3) Given the product [C:16]([C:14]1[CH:13]=[C:12]([NH:20][S:21]([CH3:24])(=[O:22])=[O:23])[C:11]([O:25][CH3:26])=[C:10]([NH:9][C:7](=[O:8])[C:6]2[CH:27]=[CH:28][C:29]([CH3:30])=[C:4]([N:1]3[CH:32]=[C:31]([C:33]4[N:37]([CH3:38])[C:36]([S:39][CH3:40])=[N:35][CH:34]=4)[N:3]=[N:2]3)[CH:5]=2)[CH:15]=1)([CH3:18])([CH3:19])[CH3:17], predict the reactants needed to synthesize it. The reactants are: [N:1]([C:4]1[CH:5]=[C:6]([CH:27]=[CH:28][C:29]=1[CH3:30])[C:7]([NH:9][C:10]1[CH:15]=[C:14]([C:16]([CH3:19])([CH3:18])[CH3:17])[CH:13]=[C:12]([NH:20][S:21]([CH3:24])(=[O:23])=[O:22])[C:11]=1[O:25][CH3:26])=[O:8])=[N+:2]=[N-:3].[C:31]([C:33]1[N:37]([CH3:38])[C:36]([S:39][CH3:40])=[N:35][CH:34]=1)#[CH:32].